This data is from Catalyst prediction with 721,799 reactions and 888 catalyst types from USPTO. The task is: Predict which catalyst facilitates the given reaction. (1) Reactant: Cl.[NH2:2][CH2:3][C:4]1[CH:9]=[CH:8][C:7]([NH:10]/[C:11](=[C:18]2\[C:19](=[O:30])[NH:20][C:21]3[C:26]\2=[CH:25][C:24]([N+:27]([O-:29])=[O:28])=[CH:23][CH:22]=3)/[C:12]2[CH:17]=[CH:16][CH:15]=[CH:14][CH:13]=2)=[CH:6][CH:5]=1.[CH:31](=O)[CH3:32].C([BH3-])#N.[Na+]. Product: [CH2:31]([NH:2][CH2:3][C:4]1[CH:5]=[CH:6][C:7]([NH:10]/[C:11](=[C:18]2\[C:19](=[O:30])[NH:20][C:21]3[C:26]\2=[CH:25][C:24]([N+:27]([O-:29])=[O:28])=[CH:23][CH:22]=3)/[C:12]2[CH:13]=[CH:14][CH:15]=[CH:16][CH:17]=2)=[CH:8][CH:9]=1)[CH3:32]. The catalyst class is: 5. (2) Reactant: [F:1][C:2]1[CH:7]=[CH:6][C:5]([N:8]2[C@H:13]([CH2:14][OH:15])[CH2:12][N:11]3[N:16]=[C:17]([CH2:19][O:20][C:21]4[CH:26]=[CH:25][CH:24]=[CH:23][CH:22]=4)[CH:18]=[C:10]3[C:9]2=[O:27])=[CH:4][CH:3]=1.[H-].[Na+].I[CH3:31]. Product: [F:1][C:2]1[CH:7]=[CH:6][C:5]([N:8]2[C@H:13]([CH2:14][O:15][CH3:31])[CH2:12][N:11]3[N:16]=[C:17]([CH2:19][O:20][C:21]4[CH:22]=[CH:23][CH:24]=[CH:25][CH:26]=4)[CH:18]=[C:10]3[C:9]2=[O:27])=[CH:4][CH:3]=1. The catalyst class is: 1. (3) Reactant: [NH2:1][C:2]1[N:6]=[C:5]([CH:7]([CH3:9])[CH3:8])[NH:4][N:3]=1.[C:10]([CH:13]([CH2:18][C:19]([O:21][CH3:22])=[O:20])[C:14](OC)=[O:15])(=O)[CH3:11]. Product: [OH:15][C:14]1[N:3]2[N:4]=[C:5]([CH:7]([CH3:9])[CH3:8])[N:6]=[C:2]2[N:1]=[C:10]([CH3:11])[C:13]=1[CH2:18][C:19]([O:21][CH3:22])=[O:20]. The catalyst class is: 11. (4) Reactant: C([Li])CCC.Br[C:7]1[CH:12]=[CH:11][C:10](Br)=[CH:9][C:8]=1[F:14].C(O[B:19]1[O:23][C:22]([CH3:25])([CH3:24])[C:21]([CH3:27])([CH3:26])[O:20]1)(C)C.Cl[Si:29]([CH3:32])([CH3:31])[CH3:30].C(=O)=O.CC(C)=O. Product: [F:14][C:8]1[CH:9]=[C:10]([Si:29]([CH3:32])([CH3:31])[CH3:30])[CH:11]=[CH:12][C:7]=1[B:19]1[O:23][C:22]([CH3:25])([CH3:24])[C:21]([CH3:27])([CH3:26])[O:20]1. The catalyst class is: 30.